This data is from Full USPTO retrosynthesis dataset with 1.9M reactions from patents (1976-2016). The task is: Predict the reactants needed to synthesize the given product. (1) Given the product [Cl:1][C:2]1[N:7]=[C:6]([NH:8][C:9](=[O:15])[O:10][C:11]([CH3:12])([CH3:14])[CH3:13])[C:5]([C:23](=[O:24])[C:22]([F:32])([F:31])[F:21])=[CH:4][CH:3]=1, predict the reactants needed to synthesize it. The reactants are: [Cl:1][C:2]1[N:7]=[C:6]([NH:8][C:9](=[O:15])[O:10][C:11]([CH3:14])([CH3:13])[CH3:12])[CH:5]=[CH:4][CH:3]=1.C([Li])CCC.[F:21][C:22]([F:32])([F:31])[C:23](N1CCOCC1)=[O:24].[Cl-].[NH4+]. (2) Given the product [CH:8]([C:4]1[N:3]=[C:2]([C:32]2[CH:31]=[C:30]([S:27]([C:25]3[CH:26]=[C:22]([C:20]([NH2:21])=[NH:19])[S:23][C:24]=3[S:37][CH3:38])(=[O:29])=[O:28])[CH:35]=[CH:34][CH:33]=2)[CH:7]=[CH:6][CH:5]=1)=[O:11], predict the reactants needed to synthesize it. The reactants are: Br[C:2]1[CH:7]=[CH:6][CH:5]=[C:4]([CH:8]([O:11]C)OC)[N:3]=1.C(OC(=O)[NH:19][C:20]([C:22]1[S:23][C:24]([S:37][CH3:38])=[C:25]([S:27]([C:30]2[CH:35]=[CH:34][CH:33]=[C:32](Br)[CH:31]=2)(=[O:29])=[O:28])[CH:26]=1)=[NH:21])(C)(C)C.C([O-])(O)=O.[Na+].CCOC(C)=O. (3) Given the product [CH3:16][C:17]([CH3:26])([CH3:25])[CH:18]([NH:24][C:8]([C:5]1[CH:4]=[C:3]([O:11][CH:12]2[CH2:15][O:14][CH2:13]2)[C:2]([Cl:1])=[CH:7][N:6]=1)=[O:10])[C:19]1[S:20][CH:21]=[CH:22][N:23]=1, predict the reactants needed to synthesize it. The reactants are: [Cl:1][C:2]1[C:3]([O:11][CH:12]2[CH2:15][O:14][CH2:13]2)=[CH:4][C:5]([C:8]([OH:10])=O)=[N:6][CH:7]=1.[CH3:16][C:17]([CH3:26])([CH3:25])[CH:18]([NH2:24])[C:19]1[S:20][CH:21]=[CH:22][N:23]=1. (4) Given the product [CH:19]1([C:22]([N:24]2[CH2:25][CH:26]=[C:27]([C:2]3[NH:18][C:5]4=[N:6][CH:7]=[C:8]([NH:10][C:11](=[O:17])[O:12][C:13]([CH3:16])([CH3:15])[CH3:14])[CH:9]=[C:4]4[CH:3]=3)[CH2:28][CH2:29]2)=[O:23])[CH2:21][CH2:20]1, predict the reactants needed to synthesize it. The reactants are: I[C:2]1[NH:18][C:5]2=[N:6][CH:7]=[C:8]([NH:10][C:11](=[O:17])[O:12][C:13]([CH3:16])([CH3:15])[CH3:14])[CH:9]=[C:4]2[CH:3]=1.[CH:19]1([C:22]([N:24]2[CH2:29][CH:28]=[C:27](B3OC(C)(C)C(C)(C)O3)[CH2:26][CH2:25]2)=[O:23])[CH2:21][CH2:20]1. (5) Given the product [CH:1]1([CH:7]([O:37][CH3:38])[C:8]2[CH:32]=[CH:31][C:30]([C:33]([F:34])([F:35])[F:36])=[CH:29][C:9]=2[CH2:10][N:11]([CH2:14][C:15]2[CH:20]=[C:19]([C:21]([F:22])([F:23])[F:24])[CH:18]=[C:17]([C:25]([F:28])([F:27])[F:26])[CH:16]=2)[C:12]2[N:39]=[N:40][NH:41][N:13]=2)[CH2:6][CH2:5][CH2:4][CH2:3][CH2:2]1, predict the reactants needed to synthesize it. The reactants are: [CH:1]1([CH:7]([O:37][CH3:38])[C:8]2[CH:32]=[CH:31][C:30]([C:33]([F:36])([F:35])[F:34])=[CH:29][C:9]=2[CH2:10][N:11]([CH2:14][C:15]2[CH:20]=[C:19]([C:21]([F:24])([F:23])[F:22])[CH:18]=[C:17]([C:25]([F:28])([F:27])[F:26])[CH:16]=2)[C:12]#[N:13])[CH2:6][CH2:5][CH2:4][CH2:3][CH2:2]1.[N-:39]=[N+:40]=[N-:41].[Na+].O. (6) Given the product [CH2:1]([C:5]1[N:6]=[C:7]([CH3:27])[N:8]([C:34]2[CH:35]=[CH:36][C:31]3[CH2:30][CH2:29][O:28][C:32]=3[CH:33]=2)[C:9](=[O:26])[C:10]=1[CH2:11][C:12]1[CH:17]=[CH:16][C:15]([C:18]2[CH:23]=[CH:22][CH:21]=[CH:20][C:19]=2[C:24]2[NH:42][C:53](=[O:55])[O:56][N:25]=2)=[CH:14][CH:13]=1)[CH2:2][CH2:3][CH3:4], predict the reactants needed to synthesize it. The reactants are: [CH2:1]([C:5]1[N:6]=[C:7]([CH3:27])[NH:8][C:9](=[O:26])[C:10]=1[CH2:11][C:12]1[CH:17]=[CH:16][C:15]([C:18]2[C:19]([C:24]#[N:25])=[CH:20][CH:21]=[CH:22][CH:23]=2)=[CH:14][CH:13]=1)[CH2:2][CH2:3][CH3:4].[O:28]1[C:32]2[CH:33]=[C:34](B(O)O)[CH:35]=[CH:36][C:31]=2[CH2:30][CH2:29]1.C([N:42](CC)CC)C.N1C=CC=CC=1.[C:53]([O:56]CC)(=[O:55])C.